The task is: Predict the reactants needed to synthesize the given product.. This data is from Full USPTO retrosynthesis dataset with 1.9M reactions from patents (1976-2016). (1) Given the product [Cl:1][C:2]1[CH:7]=[CH:6][C:5]([C@H:8]([NH:13][C:14]2[CH:19]=[CH:18][C:17]([CH3:20])=[C:16]([CH:15]=2)[CH:21]=[O:22])[C:9]([F:12])([F:11])[F:10])=[CH:4][C:3]=1[CH3:26], predict the reactants needed to synthesize it. The reactants are: [Cl:1][C:2]1[CH:7]=[CH:6][C:5]([C@H:8]([NH:13][C:14]2[CH:19]=[CH:18][C:17]([CH3:20])=[C:16]([CH:21]3OCC[O:22]3)[CH:15]=2)[C:9]([F:12])([F:11])[F:10])=[CH:4][C:3]=1[CH3:26].Cl. (2) Given the product [CH3:9][O:10][C:11]1[CH:18]=[C:17]([CH3:19])[CH:16]=[CH:15][C:12]=1[CH:13]([NH2:14])[CH2:4][CH2:5][CH:6]([CH3:8])[CH3:7], predict the reactants needed to synthesize it. The reactants are: II.Br[CH2:4][CH2:5][CH:6]([CH3:8])[CH3:7].[CH3:9][O:10][C:11]1[CH:18]=[C:17]([CH3:19])[CH:16]=[CH:15][C:12]=1[C:13]#[N:14].[BH4-].[Na+].